From a dataset of Peptide-MHC class I binding affinity with 185,985 pairs from IEDB/IMGT. Regression. Given a peptide amino acid sequence and an MHC pseudo amino acid sequence, predict their binding affinity value. This is MHC class I binding data. The peptide sequence is FLEQQNKILL. The MHC is HLA-A02:01 with pseudo-sequence HLA-A02:01. The binding affinity (normalized) is 0.725.